The task is: Regression. Given a peptide amino acid sequence and an MHC pseudo amino acid sequence, predict their binding affinity value. This is MHC class I binding data.. This data is from Peptide-MHC class I binding affinity with 185,985 pairs from IEDB/IMGT. (1) The peptide sequence is LVAEHRFENM. The MHC is HLA-A68:02 with pseudo-sequence HLA-A68:02. The binding affinity (normalized) is 0.330. (2) The peptide sequence is TPALATRGF. The MHC is HLA-B15:17 with pseudo-sequence HLA-B15:17. The binding affinity (normalized) is 0.0847. (3) The peptide sequence is RGRAATMAL. The MHC is HLA-A11:01 with pseudo-sequence HLA-A11:01. The binding affinity (normalized) is 0.0847. (4) The binding affinity (normalized) is 0.0847. The peptide sequence is ELIKAMNHF. The MHC is HLA-B38:01 with pseudo-sequence HLA-B38:01. (5) The MHC is HLA-A02:06 with pseudo-sequence HLA-A02:06. The binding affinity (normalized) is 0.0847. The peptide sequence is AEHFENQVL. (6) The peptide sequence is EKLKKKSAF. The MHC is HLA-B27:03 with pseudo-sequence HLA-B27:03. The binding affinity (normalized) is 0.0847. (7) The peptide sequence is ASKKDKLTVY. The MHC is HLA-A03:01 with pseudo-sequence HLA-A03:01. The binding affinity (normalized) is 0.187.